This data is from Reaction yield outcomes from USPTO patents with 853,638 reactions. The task is: Predict the reaction yield, written as a fraction of the theoretical maximum amount of product (1.0 means a 100% yield; for example, 0.34 means a 34% yield). (1) The reactants are O1CCCCC1[N:7]1[C:15]2[C:10](=[CH:11][C:12]([C:16]3[N:20]=[CH:19][N:18](C(C4C=CC=CC=4)(C4C=CC=CC=4)C4C=CC=CC=4)[N:17]=3)=[CH:13][CH:14]=2)[C:9]([C:40]2[CH:41]=[C:42]([NH2:46])[CH:43]=[CH:44][CH:45]=2)=[N:8]1.[CH3:47][C:48]1[CH:56]=[CH:55][C:51]([C:52](Cl)=[O:53])=[CH:50][CH:49]=1.O. The catalyst is N1C=CC=CC=1. The product is [NH:18]1[CH:19]=[N:20][C:16]([C:12]2[CH:11]=[C:10]3[C:15](=[CH:14][CH:13]=2)[NH:7][N:8]=[C:9]3[C:40]2[CH:41]=[C:42]([NH:46][C:52]([C:51]3[CH:55]=[CH:56][C:48]([CH3:47])=[CH:49][CH:50]=3)=[O:53])[CH:43]=[CH:44][CH:45]=2)=[N:17]1. The yield is 0.650. (2) The yield is 0.110. The catalyst is ClC1C=CC=CC=1. The reactants are [CH3:1][O:2][C:3]1[CH:4]=[C:5]2[C:10](=[CH:11][C:12]=1[O:13][CH3:14])[N:9]=[CH:8][CH:7]=[C:6]2[O:15][C:16]1[CH:22]=[CH:21][C:19]([NH2:20])=[C:18]([F:23])[CH:17]=1.C(N(CC)C(C)C)(C)C.ClC(Cl)(O[C:37](=[O:43])OC(Cl)(Cl)Cl)Cl.[NH:45]1[C:49]([NH2:50])=[CH:48][CH:47]=[N:46]1.C(=O)([O-])O.[Na+]. The product is [CH3:1][O:2][C:3]1[CH:4]=[C:5]2[C:10](=[CH:11][C:12]=1[O:13][CH3:14])[N:9]=[CH:8][CH:7]=[C:6]2[O:15][C:16]1[CH:22]=[CH:21][C:19]([NH:20][C:37]([NH:50][C:49]2[NH:45][N:46]=[CH:47][CH:48]=2)=[O:43])=[C:18]([F:23])[CH:17]=1. (3) The reactants are [F:1][C:2]1[C:10]2[O:9][C:8]([C:17]3[CH:22]=[CH:21][CH:20]=[CH:19][CH:18]=3)([C:11]3[CH:16]=[CH:15][CH:14]=[CH:13][CH:12]=3)[O:7][C:6]=2[CH:5]=[CH:4][CH:3]=1.CN(CCN(C)C)C.C([Li])CCC.[C:36](=[O:38])=[O:37]. The catalyst is C1COCC1.O. The product is [F:1][C:2]1[C:10]2[O:9][C:8]([C:17]3[CH:18]=[CH:19][CH:20]=[CH:21][CH:22]=3)([C:11]3[CH:16]=[CH:15][CH:14]=[CH:13][CH:12]=3)[O:7][C:6]=2[CH:5]=[CH:4][C:3]=1[C:36]([OH:38])=[O:37]. The yield is 0.600. (4) The reactants are Br[C:2]1[C:11]2[C:6](=[CH:7][CH:8]=[CH:9][CH:10]=2)[C:5](=[O:12])[O:4][C:3]=1[CH:13]([OH:15])[CH3:14].CC1(C)C(C)(C)OB([C:24]2[CH:38]=[CH:37][C:27]([O:28][CH2:29][CH2:30][N:31]3[CH2:36][CH2:35][O:34][CH2:33][CH2:32]3)=[CH:26][CH:25]=2)O1.C([O-])([O-])=O.[Cs+].[Cs+]. The catalyst is C1C=CC([P]([Pd]([P](C2C=CC=CC=2)(C2C=CC=CC=2)C2C=CC=CC=2)([P](C2C=CC=CC=2)(C2C=CC=CC=2)C2C=CC=CC=2)[P](C2C=CC=CC=2)(C2C=CC=CC=2)C2C=CC=CC=2)(C2C=CC=CC=2)C2C=CC=CC=2)=CC=1. The product is [OH:15][CH:13]([C:3]1[O:4][C:5](=[O:12])[C:6]2[C:11]([C:2]=1[C:24]1[CH:38]=[CH:37][C:27]([O:28][CH2:29][CH2:30][N:31]3[CH2:32][CH2:33][O:34][CH2:35][CH2:36]3)=[CH:26][CH:25]=1)=[CH:10][CH:9]=[CH:8][CH:7]=2)[CH3:14]. The yield is 0.330.